From a dataset of Forward reaction prediction with 1.9M reactions from USPTO patents (1976-2016). Predict the product of the given reaction. (1) Given the reactants C([O:3][C:4](=[O:31])[CH2:5][S:6][C:7]1[S:11][C:10]([NH:12][C:13]([N:15]([C:22]2[CH:27]=[CH:26][CH:25]=[C:24]([Cl:28])[C:23]=2[O:29][CH3:30])CC2CCCC2)=[O:14])=[N:9][CH:8]=1)C.[CH:32]1(CN(C2C=CC(S(C)(=O)=O)=CC=2)C(=O)NC2SC=C(CC(O)=O)N=2)[CH2:36][CH2:35][CH2:34][CH2:33]1.[CH:61]1(CNC2C=CC=C(Cl)C=2OC)CCCC1.C(OC(=O)CSC1SC(N)=NC=1)C, predict the reaction product. The product is: [Cl:28][C:24]1[C:23]([O:29][CH3:30])=[C:22]([N:15]([CH:32]2[CH2:36][CH2:35][CH2:34][CH2:33]2)[C:13](=[O:14])[N:12]([CH3:61])[C:10]2[S:11][C:7]([S:6][CH2:5][C:4]([OH:3])=[O:31])=[CH:8][N:9]=2)[CH:27]=[CH:26][CH:25]=1. (2) Given the reactants [C:1]1([O:11][C@@H:12]2[CH2:17][CH2:16][CH2:15][N:14](C(OC(C)(C)C)=O)[CH2:13]2)[C:10]2[C:5](=[CH:6][CH:7]=[CH:8][CH:9]=2)[CH:4]=[CH:3][N:2]=1.Cl.C([O-])(O)=O.[Na+], predict the reaction product. The product is: [NH:14]1[CH2:15][CH2:16][CH2:17][C@@H:12]([O:11][C:1]2[C:10]3[C:5](=[CH:6][CH:7]=[CH:8][CH:9]=3)[CH:4]=[CH:3][N:2]=2)[CH2:13]1.